This data is from NCI-60 drug combinations with 297,098 pairs across 59 cell lines. The task is: Regression. Given two drug SMILES strings and cell line genomic features, predict the synergy score measuring deviation from expected non-interaction effect. (1) Drug 1: CC(C)CN1C=NC2=C1C3=CC=CC=C3N=C2N. Drug 2: CC1C(C(CC(O1)OC2CC(CC3=C2C(=C4C(=C3O)C(=O)C5=CC=CC=C5C4=O)O)(C(=O)C)O)N)O. Cell line: IGROV1. Synergy scores: CSS=44.6, Synergy_ZIP=-0.940, Synergy_Bliss=-0.699, Synergy_Loewe=-17.5, Synergy_HSA=-3.24. (2) Drug 1: CC1C(C(=O)NC(C(=O)N2CCCC2C(=O)N(CC(=O)N(C(C(=O)O1)C(C)C)C)C)C(C)C)NC(=O)C3=C4C(=C(C=C3)C)OC5=C(C(=O)C(=C(C5=N4)C(=O)NC6C(OC(=O)C(N(C(=O)CN(C(=O)C7CCCN7C(=O)C(NC6=O)C(C)C)C)C)C(C)C)C)N)C. Drug 2: C1CN1C2=NC(=NC(=N2)N3CC3)N4CC4. Cell line: M14. Synergy scores: CSS=12.4, Synergy_ZIP=-4.76, Synergy_Bliss=-1.37, Synergy_Loewe=-9.02, Synergy_HSA=-0.900.